This data is from Peptide-MHC class I binding affinity with 185,985 pairs from IEDB/IMGT. The task is: Regression. Given a peptide amino acid sequence and an MHC pseudo amino acid sequence, predict their binding affinity value. This is MHC class I binding data. (1) The peptide sequence is ILISLINSLV. The MHC is HLA-A02:06 with pseudo-sequence HLA-A02:06. The binding affinity (normalized) is 0.536. (2) The peptide sequence is VTYNIKPVI. The binding affinity (normalized) is 0. The MHC is HLA-A02:02 with pseudo-sequence HLA-A02:02. (3) The peptide sequence is KYKLKHIVW. The MHC is HLA-B51:01 with pseudo-sequence HLA-B51:01. The binding affinity (normalized) is 0.158. (4) The peptide sequence is KQIGGTLFE. The MHC is HLA-A03:01 with pseudo-sequence HLA-A03:01. The binding affinity (normalized) is 0.0847. (5) The peptide sequence is SLVYGIRCV. The MHC is HLA-A68:02 with pseudo-sequence HLA-A68:02. The binding affinity (normalized) is 0. (6) The peptide sequence is TYIGSLPGK. The MHC is HLA-B27:05 with pseudo-sequence HLA-B27:05. The binding affinity (normalized) is 0.0847. (7) The peptide sequence is LVTMGTGTFGR. The MHC is HLA-B53:01 with pseudo-sequence HLA-B53:01. The binding affinity (normalized) is 0.0847. (8) The peptide sequence is HWCTSTCQF. The MHC is HLA-A30:01 with pseudo-sequence HLA-A30:01. The binding affinity (normalized) is 0.0847. (9) The peptide sequence is LMTLYQIQV. The MHC is HLA-A02:06 with pseudo-sequence HLA-A02:06. The binding affinity (normalized) is 0.406.